This data is from Catalyst prediction with 721,799 reactions and 888 catalyst types from USPTO. The task is: Predict which catalyst facilitates the given reaction. (1) Reactant: [CH3:1][S:2]([O:5]S(C)(=O)=O)(=O)=[O:3].[NH2:10][C:11]1[C:20]2[N:21]=[C:22]([CH2:35][O:36][CH2:37][CH3:38])[N:23]([CH2:24][C:25]([NH:28][C:29]([NH:31][CH:32]([CH3:34])[CH3:33])=[O:30])([CH3:27])[CH3:26])[C:19]=2[C:18]2[CH:17]=[CH:16][C:15]([O:39][CH2:40][CH2:41][CH2:42][CH2:43][CH2:44][CH2:45][NH2:46])=[CH:14][C:13]=2[N:12]=1.C(N(CC)CC)C. Product: [NH2:10][C:11]1[C:20]2[N:21]=[C:22]([CH2:35][O:36][CH2:37][CH3:38])[N:23]([CH2:24][C:25]([NH:28][C:29]([NH:31][CH:32]([CH3:34])[CH3:33])=[O:30])([CH3:26])[CH3:27])[C:19]=2[C:18]2[CH:17]=[CH:16][C:15]([O:39][CH2:40][CH2:41][CH2:42][CH2:43][CH2:44][CH2:45][NH:46][S:2]([CH3:1])(=[O:5])=[O:3])=[CH:14][C:13]=2[N:12]=1. The catalyst class is: 4. (2) Reactant: O=C[C:3]1[CH:11]=[CH:10][C:8]([OH:9])=[C:5]([O:6][CH3:7])[CH:4]=1.[C:12](O)(=O)[CH2:13]C(O)=O.N1CCCCC1. Product: [CH:12]([C:11]1[CH:10]=[C:8]([OH:9])[C:5]([O:6][CH3:7])=[CH:4][CH:3]=1)=[CH2:13]. The catalyst class is: 15. (3) Reactant: C1(P(C2C=CC=CC=2)C2C=CC=CC=2)C=CC=CC=1.[CH3:20][O:21][C:22]1[CH:23]=[C:24]([C@@H:30]([CH2:46]O)[C:31]([C:33]2[C:34]([OH:45])=[C:35]3[C:40](=[CH:41][CH:42]=2)[O:39][C:38]([CH3:44])([CH3:43])[CH:37]=[CH:36]3)=[O:32])[CH:25]=[CH:26][C:27]=1[O:28][CH3:29]. Product: [CH3:20][O:21][C:22]1[CH:23]=[C:24]([C@H:30]2[CH2:46][O:45][C:34]3=[C:35]4[C:40](=[CH:41][CH:42]=[C:33]3[C:31]2=[O:32])[O:39][C:38]([CH3:43])([CH3:44])[CH:37]=[CH:36]4)[CH:25]=[CH:26][C:27]=1[O:28][CH3:29]. The catalyst class is: 1. (4) Reactant: [Cl:1][C:2]1[CH:24]=[CH:23][CH:22]=[C:21]([F:25])[C:3]=1[CH2:4][N:5]1[C:9]([CH2:10][CH2:11][C:12](OCC)=[O:13])=[CH:8][C:7]([O:17][CH:18]([CH3:20])[CH3:19])=[N:6]1.[H-].C([Al+]CC(C)C)C(C)C.[C@H](O)(C([O-])=O)[C@@H](O)C([O-])=O.[Na+].[K+]. Product: [Cl:1][C:2]1[CH:24]=[CH:23][CH:22]=[C:21]([F:25])[C:3]=1[CH2:4][N:5]1[C:9]([CH2:10][CH2:11][CH2:12][OH:13])=[CH:8][C:7]([O:17][CH:18]([CH3:20])[CH3:19])=[N:6]1. The catalyst class is: 207. (5) Reactant: [O:1]([CH2:8][C:9]1[CH:17]=[CH:16][C:12]([C:13](O)=O)=[CH:11][CH:10]=1)[C:2]1[CH:7]=[CH:6][CH:5]=[CH:4][CH:3]=1.C1C=CC2N(O)N=NC=2C=1.CCN=C=NCCCN(C)C.[N:39]1[CH:44]=[CH:43][CH:42]=[C:41]([NH2:45])[C:40]=1[NH2:46].CCN(C(C)C)C(C)C. Product: [O:1]([CH2:8][C:9]1[CH:17]=[CH:16][C:12]([C:13]2[NH:46][C:40]3=[N:39][CH:44]=[CH:43][CH:42]=[C:41]3[N:45]=2)=[CH:11][CH:10]=1)[C:2]1[CH:7]=[CH:6][CH:5]=[CH:4][CH:3]=1. The catalyst class is: 136. (6) Reactant: [F:1][C:2]([F:39])([F:38])[C:3]1[CH:4]=[C:5]([CH:31]=[C:32]([C:34]([F:37])([F:36])[F:35])[CH:33]=1)[CH2:6][N:7]([CH2:14][C:15]1[C:16]([N:22]([CH2:25][CH:26]2[CH2:30][CH2:29][CH2:28][CH2:27]2)[CH2:23][CH3:24])=[N:17][CH:18]=[C:19](Br)[CH:20]=1)[C:8]1[N:9]=[N:10][N:11]([CH3:13])[N:12]=1.CC(C)([O-])C.[Na+].[CH2:46]([NH2:50])[CH:47]([CH3:49])[CH3:48].C1(P(C2C=CC=CC=2)C2C=CC3C(=CC=CC=3)C=2C2C3C(=CC=CC=3)C=CC=2P(C2C=CC=CC=2)C2C=CC=CC=2)C=CC=CC=1. Product: [F:1][C:2]([F:39])([F:38])[C:3]1[CH:4]=[C:5]([CH:31]=[C:32]([C:34]([F:37])([F:36])[F:35])[CH:33]=1)[CH2:6][N:7]([CH2:14][C:15]1[C:16]([N:22]([CH2:25][CH:26]2[CH2:30][CH2:29][CH2:28][CH2:27]2)[CH2:23][CH3:24])=[N:17][CH:18]=[C:19]([NH:50][CH2:46][CH:47]([CH3:49])[CH3:48])[CH:20]=1)[C:8]1[N:9]=[N:10][N:11]([CH3:13])[N:12]=1. The catalyst class is: 101. (7) Reactant: C[O:2][C:3]([C:5]1[CH:6]=[C:7]2[C:11](=[CH:12][CH:13]=1)[N:10]([CH2:14][C:15](=[O:30])[CH2:16][O:17][C:18]1[CH:23]=[CH:22][C:21]([C:24]3[CH:29]=[CH:28][CH:27]=[CH:26][CH:25]=3)=[CH:20][CH:19]=1)[CH:9]=[C:8]2[C:31](=[O:40])[CH2:32][CH2:33][CH2:34][CH2:35][C:36]([O:38]C)=[O:37])=[O:4].C(O)C.[OH-].[K+].Cl. Product: [C:36]([CH2:35][CH2:34][CH2:33][CH2:32][C:31]([C:8]1[C:7]2[C:11](=[CH:12][CH:13]=[C:5]([C:3]([OH:4])=[O:2])[CH:6]=2)[N:10]([CH2:14][C:15](=[O:30])[CH2:16][O:17][C:18]2[CH:19]=[CH:20][C:21]([C:24]3[CH:25]=[CH:26][CH:27]=[CH:28][CH:29]=3)=[CH:22][CH:23]=2)[CH:9]=1)=[O:40])([OH:38])=[O:37]. The catalyst class is: 6. (8) Reactant: [F:1][C:2]1[C:9]([CH:10]=[O:11])=[C:8]([F:12])[CH:7]=[CH:6][C:3]=1[C:4]#[N:5].[BH4-].[Na+].O. Product: [F:1][C:2]1[C:9]([CH2:10][OH:11])=[C:8]([F:12])[CH:7]=[CH:6][C:3]=1[C:4]#[N:5]. The catalyst class is: 8. (9) Reactant: FC(F)(F)S(OC)(=O)=O.[F:10][C:11]1[CH:12]=[C:13]([CH:20]=[CH:21][C:22]=1[F:23])[CH2:14][N:15]([CH3:19])[C:16](=S)[CH3:17].[C:24]([O:28][C:29](=[O:42])[NH:30][CH:31]1[C:39]2[C:34](=[CH:35][CH:36]=[C:37]([NH2:40])[CH:38]=2)[CH2:33][CH:32]1[OH:41])([CH3:27])([CH3:26])[CH3:25].N1C=CC=CC=1. Product: [C:24]([O:28][C:29](=[O:42])[NH:30][CH:31]1[C:39]2[C:34](=[CH:35][CH:36]=[C:37]([N:40]=[C:16]([N:15]([CH2:14][C:13]3[CH:20]=[CH:21][C:22]([F:23])=[C:11]([F:10])[CH:12]=3)[CH3:19])[CH3:17])[CH:38]=2)[CH2:33][CH:32]1[OH:41])([CH3:27])([CH3:25])[CH3:26]. The catalyst class is: 2.